This data is from Peptide-MHC class I binding affinity with 185,985 pairs from IEDB/IMGT. The task is: Regression. Given a peptide amino acid sequence and an MHC pseudo amino acid sequence, predict their binding affinity value. This is MHC class I binding data. (1) The peptide sequence is ETDDYMFFV. The MHC is HLA-B44:02 with pseudo-sequence HLA-B44:02. The binding affinity (normalized) is 0.0847. (2) The peptide sequence is MTRRRVLSV. The MHC is HLA-A01:01 with pseudo-sequence HLA-A01:01. The binding affinity (normalized) is 0.213. (3) The peptide sequence is DPKKTGGPI. The MHC is HLA-A11:01 with pseudo-sequence HLA-A11:01. The binding affinity (normalized) is 0.0847.